Dataset: Full USPTO retrosynthesis dataset with 1.9M reactions from patents (1976-2016). Task: Predict the reactants needed to synthesize the given product. (1) Given the product [CH3:31][N:2]([CH3:1])[CH2:3][CH2:4][CH2:5][O:6][C:7]1[N:12]=[CH:11][C:10]([C:13]2[S:21][C:20]3[C:15](=[N:16][CH:17]=[CH:18][C:19]=3[O:22][C:23]3[CH:28]=[CH:27][C:26]([NH:29][C:52](=[O:53])[CH2:51][C:50]([NH:49][C:44]4[CH:45]=[CH:46][CH:47]=[CH:48][C:43]=4[O:42][CH3:41])=[O:55])=[CH:25][C:24]=3[F:30])[CH:14]=2)=[CH:9][CH:8]=1, predict the reactants needed to synthesize it. The reactants are: [CH3:1][N:2]([CH3:31])[CH2:3][CH2:4][CH2:5][O:6][C:7]1[N:12]=[CH:11][C:10]([C:13]2[S:21][C:20]3[C:15](=[N:16][CH:17]=[CH:18][C:19]=3[O:22][C:23]3[CH:28]=[CH:27][C:26]([NH2:29])=[CH:25][C:24]=3[F:30])[CH:14]=2)=[CH:9][CH:8]=1.CCN(C(C)C)C(C)C.[CH3:41][O:42][C:43]1[CH:48]=[CH:47][CH:46]=[CH:45][C:44]=1[NH:49][C:50](=[O:55])[CH2:51][C:52](O)=[O:53].C1C=CC2N(O)N=NC=2C=1.Cl. (2) Given the product [CH3:21][O:14][C:13](=[O:15])[CH2:12][C:3]1[CH:4]=[C:5]2[C:10](=[CH:11][C:2]=1[F:1])[N:9]=[CH:8][CH:7]=[CH:6]2, predict the reactants needed to synthesize it. The reactants are: [F:1][C:2]1[CH:11]=[C:10]2[C:5]([CH:6]=[CH:7][CH:8]=[N:9]2)=[CH:4][C:3]=1[CH2:12][C:13]([OH:15])=[O:14].S(=O)(=O)(O)O.[CH3:21]O. (3) Given the product [F:28][C:29]1[CH:34]=[CH:33][C:32]([CH3:35])=[CH:31][C:30]=1[C:2]1[CH:3]=[N:4][C:5]([N:8]2[C:16]3[C:11](=[CH:12][CH:13]=[C:14]([C:17]([N:19]([CH2:21][C:22]([O:24][CH3:25])=[O:23])[CH3:20])=[O:18])[CH:15]=3)[C:10]([S:26][CH3:27])=[CH:9]2)=[N:6][CH:7]=1, predict the reactants needed to synthesize it. The reactants are: Br[C:2]1[CH:3]=[N:4][C:5]([N:8]2[C:16]3[C:11](=[CH:12][CH:13]=[C:14]([C:17]([N:19]([CH2:21][C:22]([O:24][CH3:25])=[O:23])[CH3:20])=[O:18])[CH:15]=3)[C:10]([S:26][CH3:27])=[CH:9]2)=[N:6][CH:7]=1.[F:28][C:29]1[CH:34]=[CH:33][C:32]([CH3:35])=[CH:31][C:30]=1B(O)O. (4) The reactants are: [Cl:1][C:2]1[CH:3]=[C:4]([N:10]2[CH:18]([C:19]3[CH:24]=[CH:23][C:22]([F:25])=[CH:21][CH:20]=3)[CH:17]3[C:12]([C:13]4[CH:29]=[CH:28][C:27]([C:30]([OH:32])=O)=[CH:26][C:14]=4[CH2:15][CH2:16]3)=[N:11]2)[CH:5]=[CH:6][C:7]=1[C:8]#[N:9].C(O)C.[CH3:36][S:37]([NH2:40])(=[O:39])=[O:38].C(N(CC)CC)C.Cl.CN(C)CCCN=C=NCC. Given the product [Cl:1][C:2]1[CH:3]=[C:4]([N:10]2[CH:18]([C:19]3[CH:24]=[CH:23][C:22]([F:25])=[CH:21][CH:20]=3)[CH:17]3[C:12]([C:13]4[CH:29]=[CH:28][C:27]([C:30]([NH:40][S:37]([CH3:36])(=[O:39])=[O:38])=[O:32])=[CH:26][C:14]=4[CH2:15][CH2:16]3)=[N:11]2)[CH:5]=[CH:6][C:7]=1[C:8]#[N:9], predict the reactants needed to synthesize it. (5) Given the product [C:29]([C:26]([C:22]1[CH:21]=[C:20]([CH:25]=[CH:24][CH:23]=1)[C:19]([NH:18][C:14]1[CH:15]=[CH:16][CH:17]=[C:12]([N:11]([C:6]2[N:7]=[CH:8][C:9]3[N:10]=[C:2]([NH:1][C:36]([CH:33]4[CH2:35][CH2:34]4)=[O:37])[S:3][C:4]=3[N:5]=2)[CH3:32])[CH:13]=1)=[O:31])([CH3:27])[CH3:28])#[N:30], predict the reactants needed to synthesize it. The reactants are: [NH2:1][C:2]1[S:3][C:4]2[N:5]=[C:6]([N:11]([CH3:32])[C:12]3[CH:13]=[C:14]([NH:18][C:19](=[O:31])[C:20]4[CH:25]=[CH:24][CH:23]=[C:22]([C:26]([C:29]#[N:30])([CH3:28])[CH3:27])[CH:21]=4)[CH:15]=[CH:16][CH:17]=3)[N:7]=[CH:8][C:9]=2[N:10]=1.[CH:33]1([C:36](Cl)=[O:37])[CH2:35][CH2:34]1.C(=O)([O-])O.[Na+]. (6) Given the product [C@@H:19]1([N:27]2[CH:31]=[C:30]([C:6]3[O:7][CH:8]=[CH:9][CH:10]=3)[CH:29]=[C:28]2[N+:33]([O-:35])=[O:34])[O:24][C@H:23]([CH2:25][OH:26])[C@@H:21]([OH:22])[CH2:20]1, predict the reactants needed to synthesize it. The reactants are: C([Sn](CCCC)(CCCC)[C:6]1[O:7][CH:8]=[CH:9][CH:10]=1)CCC.[C@@H:19]1([N:27]2[CH:31]=[C:30](I)[CH:29]=[C:28]2[N+:33]([O-:35])=[O:34])[O:24][C@H:23]([CH2:25][OH:26])[C@@H:21]([OH:22])[CH2:20]1. (7) Given the product [Cl:12][C:7]1[N:6]=[C:5]([C:3]([O:2][CH3:1])=[O:4])[CH:10]=[C:9]([N:13]2[CH2:18][CH2:17][O:16][CH2:15][CH2:14]2)[N:8]=1, predict the reactants needed to synthesize it. The reactants are: [CH3:1][O:2][C:3]([C:5]1[CH:10]=[C:9](Cl)[N:8]=[C:7]([Cl:12])[N:6]=1)=[O:4].[NH:13]1[CH2:18][CH2:17][O:16][CH2:15][CH2:14]1.C(N(C(C)C)CC)(C)C.